Regression. Given a peptide amino acid sequence and an MHC pseudo amino acid sequence, predict their binding affinity value. This is MHC class I binding data. From a dataset of Peptide-MHC class I binding affinity with 185,985 pairs from IEDB/IMGT. (1) The MHC is HLA-A02:06 with pseudo-sequence HLA-A02:06. The peptide sequence is AVAVARVAA. The binding affinity (normalized) is 0.498. (2) The peptide sequence is DPSGAYFAW. The MHC is HLA-A01:01 with pseudo-sequence HLA-A01:01. The binding affinity (normalized) is 0.0847. (3) The peptide sequence is FLRKNQRAL. The MHC is BoLA-AW10 with pseudo-sequence BoLA-AW10. The binding affinity (normalized) is 0.0641. (4) The binding affinity (normalized) is 0.0835. The MHC is HLA-A02:02 with pseudo-sequence HLA-A02:02. The peptide sequence is RVKEKYQHL. (5) The peptide sequence is KRGVFVLGFLG. The MHC is Mamu-B03 with pseudo-sequence Mamu-B03. The binding affinity (normalized) is 0.581. (6) The MHC is HLA-B57:01 with pseudo-sequence HLA-B57:01. The binding affinity (normalized) is 0.188. The peptide sequence is YMAVVPLVY.